This data is from Catalyst prediction with 721,799 reactions and 888 catalyst types from USPTO. The task is: Predict which catalyst facilitates the given reaction. (1) Reactant: [C:1]([N:9]1[CH2:13][CH2:12][CH2:11][CH:10]1[C:14]1[CH:19]=[CH:18][N:17]=[C:16]([C:20]#[N:21])[CH:15]=1)(=[O:8])[C:2]1[CH:7]=[CH:6][CH:5]=[CH:4][CH:3]=1.[C:22](OC)(=[O:30])[C:23]1[C:24](=[CH:26][CH:27]=[CH:28][CH:29]=1)[SH:25].C(N(CC)CC)C. Product: [C:1]([N:9]1[CH2:13][CH2:12][CH2:11][CH:10]1[C:14]1[CH:19]=[CH:18][N:17]=[C:16]([C:20]2[S:25][C:24]3[CH:26]=[CH:27][CH:28]=[CH:29][C:23]=3[C:22](=[O:30])[N:21]=2)[CH:15]=1)(=[O:8])[C:2]1[CH:7]=[CH:6][CH:5]=[CH:4][CH:3]=1. The catalyst class is: 11. (2) Reactant: [C:1]([C:3]1[CH:4]=[N:5][NH:6][CH:7]=1)#[N:2].C(=O)([O-])[O-].[Cs+].[Cs+].[I-].[Na+].Br[CH2:17][CH2:18][C@@:19]([CH3:29])([S:25]([CH3:28])(=[O:27])=[O:26])[C:20]([O:22]CC)=[O:21].[OH-].[Li+]. Product: [C:1]([C:3]1[CH:4]=[N:5][N:6]([CH2:17][CH2:18][C@@:19]([CH3:29])([S:25]([CH3:28])(=[O:27])=[O:26])[C:20]([OH:22])=[O:21])[CH:7]=1)#[N:2]. The catalyst class is: 10.